From a dataset of HIV replication inhibition screening data with 41,000+ compounds from the AIDS Antiviral Screen. Binary Classification. Given a drug SMILES string, predict its activity (active/inactive) in a high-throughput screening assay against a specified biological target. (1) The molecule is CC(=O)Nc1ccc(N2C(=O)C(=Cc3cccc(Oc4ccccc4)c3)S(=O)(=O)C2c2ccccc2)cc1. The result is 0 (inactive). (2) The molecule is O=C(Nc1ccccc1)N1CC2(CN1)CNN(C(=O)Nc1ccccc1)C2. The result is 0 (inactive). (3) The drug is CN(C)C1C(O)=C(C(=O)NCNc2nc(O)c3[nH]nnc3n2)C(=O)C2(O)C(O)=C3C(=O)c4c(O)cccc4C(C)(O)C3CC12. The result is 0 (inactive). (4) The drug is Cl.Cn1nc(NC(=O)c2cc(=N)[nH]n2C)cc1C(=O)Nc1ccc2cc(S(=O)(=O)O)cc(S(=O)(=O)O)c2c1.[KH]. The result is 0 (inactive). (5) The compound is O=C1Nc2ccccc2Cn2c1cc1oc(-c3ccccc3)cc12. The result is 0 (inactive). (6) The result is 0 (inactive). The molecule is O=C(Cc1ccccc1)NN=C(C1=Nc2ccc([N+](=O)[O-])cc2NC1O)C(O)c1ccc([N+](=O)[O-])cc1. (7) The drug is O=C(c1ccco1)[N+]1=Cc2[nH]c3ccccc3c2CC1. The result is 0 (inactive). (8) The compound is CC(=O)C(=CN1CCNC1=S)C(=O)Nc1ccccc1. The result is 0 (inactive).